This data is from NCI-60 drug combinations with 297,098 pairs across 59 cell lines. The task is: Regression. Given two drug SMILES strings and cell line genomic features, predict the synergy score measuring deviation from expected non-interaction effect. (1) Drug 1: C1=NC2=C(N1)C(=S)N=CN2. Drug 2: CC1CCCC2(C(O2)CC(NC(=O)CC(C(C(=O)C(C1O)C)(C)C)O)C(=CC3=CSC(=N3)C)C)C. Cell line: NCI-H226. Synergy scores: CSS=40.4, Synergy_ZIP=-8.69, Synergy_Bliss=-5.71, Synergy_Loewe=-1.79, Synergy_HSA=0.714. (2) Drug 1: CS(=O)(=O)CCNCC1=CC=C(O1)C2=CC3=C(C=C2)N=CN=C3NC4=CC(=C(C=C4)OCC5=CC(=CC=C5)F)Cl. Drug 2: C#CCC(CC1=CN=C2C(=N1)C(=NC(=N2)N)N)C3=CC=C(C=C3)C(=O)NC(CCC(=O)O)C(=O)O. Cell line: PC-3. Synergy scores: CSS=78.0, Synergy_ZIP=26.7, Synergy_Bliss=1.04, Synergy_Loewe=21.9, Synergy_HSA=1.70. (3) Drug 1: CS(=O)(=O)C1=CC(=C(C=C1)C(=O)NC2=CC(=C(C=C2)Cl)C3=CC=CC=N3)Cl. Drug 2: CC1=CC=C(C=C1)C2=CC(=NN2C3=CC=C(C=C3)S(=O)(=O)N)C(F)(F)F. Cell line: MDA-MB-231. Synergy scores: CSS=19.0, Synergy_ZIP=0.233, Synergy_Bliss=4.19, Synergy_Loewe=3.42, Synergy_HSA=3.18. (4) Drug 1: CC1C(C(=O)NC(C(=O)N2CCCC2C(=O)N(CC(=O)N(C(C(=O)O1)C(C)C)C)C)C(C)C)NC(=O)C3=C4C(=C(C=C3)C)OC5=C(C(=O)C(=C(C5=N4)C(=O)NC6C(OC(=O)C(N(C(=O)CN(C(=O)C7CCCN7C(=O)C(NC6=O)C(C)C)C)C)C(C)C)C)N)C. Drug 2: C1C(C(OC1N2C=NC(=NC2=O)N)CO)O. Cell line: ACHN. Synergy scores: CSS=37.6, Synergy_ZIP=-8.37, Synergy_Bliss=-5.21, Synergy_Loewe=-2.93, Synergy_HSA=-2.17. (5) Drug 1: CN1CCC(CC1)COC2=C(C=C3C(=C2)N=CN=C3NC4=C(C=C(C=C4)Br)F)OC. Drug 2: C1=C(C(=O)NC(=O)N1)F. Cell line: UO-31. Synergy scores: CSS=41.2, Synergy_ZIP=-9.50, Synergy_Bliss=-1.39, Synergy_Loewe=3.82, Synergy_HSA=5.23. (6) Drug 1: C1CN1C2=NC(=NC(=N2)N3CC3)N4CC4. Drug 2: CCC1(C2=C(COC1=O)C(=O)N3CC4=CC5=C(C=CC(=C5CN(C)C)O)N=C4C3=C2)O.Cl. Cell line: MCF7. Synergy scores: CSS=24.4, Synergy_ZIP=-12.6, Synergy_Bliss=-5.09, Synergy_Loewe=-1.24, Synergy_HSA=-0.259. (7) Drug 1: C1CN1P(=S)(N2CC2)N3CC3. Drug 2: C1=CN(C=N1)CC(O)(P(=O)(O)O)P(=O)(O)O. Cell line: MDA-MB-435. Synergy scores: CSS=2.33, Synergy_ZIP=1.41, Synergy_Bliss=0.704, Synergy_Loewe=-2.10, Synergy_HSA=-2.24.